The task is: Regression. Given a peptide amino acid sequence and an MHC pseudo amino acid sequence, predict their binding affinity value. This is MHC class II binding data.. This data is from Peptide-MHC class II binding affinity with 134,281 pairs from IEDB. The peptide sequence is VINWKGKELKCGSGI. The MHC is DRB1_1501 with pseudo-sequence DRB1_1501. The binding affinity (normalized) is 0.351.